This data is from Full USPTO retrosynthesis dataset with 1.9M reactions from patents (1976-2016). The task is: Predict the reactants needed to synthesize the given product. (1) Given the product [Br:32][C:10]1[N:11]([CH:14]2[CH2:19][CH2:18][CH2:17][CH2:16][O:15]2)[C:12]2[C:8]([N:9]=1)=[C:7]([NH2:20])[N:6]=[C:5]([O:4][CH2:3][C:2]([CH3:24])([CH3:1])[CH2:21][CH2:22][CH3:23])[N:13]=2, predict the reactants needed to synthesize it. The reactants are: [CH3:1][C:2]([CH3:24])([CH2:21][CH2:22][CH3:23])[CH2:3][O:4][C:5]1[N:13]=[C:12]2[C:8]([N:9]=[CH:10][N:11]2[CH:14]2[CH2:19][CH2:18][CH2:17][CH2:16][O:15]2)=[C:7]([NH2:20])[N:6]=1.C1C(=O)N([Br:32])C(=O)C1.C(Cl)Cl. (2) Given the product [N:23]1[CH:24]=[CH:25][C:20](/[CH:18]=[CH:19]/[C:2]2[C:10]3[NH:9][C:8]4[CH:11]5[CH2:17][CH2:16][N:14]([CH2:15][C:7]=4[C:6]=3[CH:5]=[CH:4][CH:3]=2)[CH2:13][CH2:12]5)=[CH:21][CH:22]=1, predict the reactants needed to synthesize it. The reactants are: Br[C:2]1[C:10]2[NH:9][C:8]3[CH:11]4[CH2:17][CH2:16][N:14]([CH2:15][C:7]=3[C:6]=2[CH:5]=[CH:4][CH:3]=1)[CH2:13][CH2:12]4.[CH:18]([C:20]1[CH:25]=[CH:24][N:23]=[CH:22][CH:21]=1)=[CH2:19].[O-]S([O-])(=O)=O.[Mg+2]. (3) Given the product [CH2:31]([N:33]1[CH:37]=[C:36]([C:2]2[N:7]=[CH:6][C:5]3[CH:8]=[N:9][N:10]([C:11]4[N:16]=[C:15]([N:17]5[CH2:23][CH2:22][CH2:21][N:20]([C:24]([O:26][C:27]([CH3:30])([CH3:29])[CH3:28])=[O:25])[CH2:19][CH2:18]5)[CH:14]=[N:13][CH:12]=4)[C:4]=3[CH:3]=2)[CH:35]=[N:34]1)[CH3:32], predict the reactants needed to synthesize it. The reactants are: Cl[C:2]1[N:7]=[CH:6][C:5]2[CH:8]=[N:9][N:10]([C:11]3[N:16]=[C:15]([N:17]4[CH2:23][CH2:22][CH2:21][N:20]([C:24]([O:26][C:27]([CH3:30])([CH3:29])[CH3:28])=[O:25])[CH2:19][CH2:18]4)[CH:14]=[N:13][CH:12]=3)[C:4]=2[CH:3]=1.[CH2:31]([N:33]1[CH:37]=[C:36](B2OC(C)(C)C(C)(C)O2)[CH:35]=[N:34]1)[CH3:32].C([O-])(=O)C.[K+].C(=O)([O-])[O-].[Na+].[Na+]. (4) Given the product [C:10]([C:9]1[C:16]([NH:18][C:19]2[CH:20]=[CH:21][CH:22]=[CH:23][CH:24]=2)=[CH:17][C:6]([NH:5][C:4]([NH:3][CH2:1][CH3:2])=[O:25])=[N:7][CH:8]=1)(=[O:11])[C:26]1[CH:31]=[CH:30][CH:29]=[CH:28][CH:27]=1, predict the reactants needed to synthesize it. The reactants are: [CH2:1]([NH:3][C:4](=[O:25])[NH:5][C:6]1[CH:17]=[C:16]([NH:18][C:19]2[CH:24]=[CH:23][CH:22]=[CH:21][CH:20]=2)[C:9]([C:10](N(OC)C)=[O:11])=[CH:8][N:7]=1)[CH3:2].[C:26]1([Mg]Br)[CH:31]=[CH:30][CH:29]=[CH:28][CH:27]=1. (5) Given the product [Cl:1][C:2]1[CH:3]=[C:4]([C:9]2([C:25]([F:27])([F:26])[F:28])[O:13][N:12]=[C:11]([C:14]3[CH:19]=[CH:18][C:17]([C:20]4([F:24])[CH2:23][N:22]([C:36](=[O:38])[CH3:37])[CH2:21]4)=[CH:16][CH:15]=3)[CH2:10]2)[CH:5]=[C:6]([Cl:8])[CH:7]=1, predict the reactants needed to synthesize it. The reactants are: [Cl:1][C:2]1[CH:3]=[C:4]([C:9]2([C:25]([F:28])([F:27])[F:26])[O:13][N:12]=[C:11]([C:14]3[CH:19]=[CH:18][C:17]([C:20]4([F:24])[CH2:23][NH:22][CH2:21]4)=[CH:16][CH:15]=3)[CH2:10]2)[CH:5]=[C:6]([Cl:8])[CH:7]=1.C(N(CC)CC)C.[C:36](OC(=O)C)(=[O:38])[CH3:37].